From a dataset of Reaction yield outcomes from USPTO patents with 853,638 reactions. Predict the reaction yield, written as a fraction of the theoretical maximum amount of product (1.0 means a 100% yield; for example, 0.34 means a 34% yield). (1) The reactants are [C:1]1([CH:13]2[CH2:18][CH2:17][N:16](C(OCC3C=CC=CC=3)=O)[CH2:15][CH2:14]2)[N:5]2[C:6]3[CH:12]=[CH:11][NH:10][C:7]=3[N:8]=[CH:9][C:4]2=[N:3][N:2]=1. The catalyst is CO.[Pd]. The product is [NH:16]1[CH2:15][CH2:14][CH:13]([C:1]2[N:5]3[C:6]4[CH:12]=[CH:11][NH:10][C:7]=4[N:8]=[CH:9][C:4]3=[N:3][N:2]=2)[CH2:18][CH2:17]1. The yield is 0.770. (2) The reactants are [C:1]([C:3]1[CH:4]=[C:5]([NH:16][C:17]2[C:18]([F:27])=[C:19]([CH:24]=[CH:25][CH:26]=2)[C:20]([O:22][CH3:23])=[O:21])[CH:6]=[C:7]([C:9]2[C:10]([CH3:15])=[N:11][O:12][C:13]=2[CH3:14])[CH:8]=1)#[N:2].C([O-])([O-])=O.[K+].[K+]. The catalyst is C(O)(=O)C(C)(C)C. The product is [C:1]([C:3]1[CH:8]=[C:7]([C:9]2[C:10]([CH3:15])=[N:11][O:12][C:13]=2[CH3:14])[CH:6]=[C:5]2[C:4]=1[C:26]1[CH:25]=[CH:24][C:19]([C:20]([O:22][CH3:23])=[O:21])=[C:18]([F:27])[C:17]=1[NH:16]2)#[N:2]. The yield is 0.383. (3) The yield is 0.570. The reactants are [CH2:1]([NH2:4])[C:2]#[CH:3].[OH-].[Na+].Cl[C:8]([O:10][CH2:11][CH3:12])=[O:9]. The catalyst is O.C1(C)C=CC=CC=1. The product is [CH2:1]([NH:4][C:8](=[O:9])[O:10][CH2:11][CH3:12])[C:2]#[CH:3]. (4) The reactants are [OH:1][CH2:2][CH2:3][N:4]([CH:22]([CH3:24])[CH3:23])[C:5]([C:7]1[S:8][C:9]2[CH2:10][CH2:11][O:12][C:13]3[CH:20]=[CH:19][C:18](Br)=[CH:17][C:14]=3[C:15]=2[N:16]=1)=[O:6].[CH3:25][C:26]([OH:43])([CH3:42])[CH2:27][N:28]1[CH:32]=[C:31](B2OC(C)(C)C(C)(C)O2)[CH:30]=[N:29]1. No catalyst specified. The product is [OH:1][CH2:2][CH2:3][N:4]([CH:22]([CH3:24])[CH3:23])[C:5]([C:7]1[S:8][C:9]2[CH2:10][CH2:11][O:12][C:13]3[CH:20]=[CH:19][C:18]([C:31]4[CH:30]=[N:29][N:28]([CH2:27][C:26]([OH:43])([CH3:42])[CH3:25])[CH:32]=4)=[CH:17][C:14]=3[C:15]=2[N:16]=1)=[O:6]. The yield is 0.0800. (5) The reactants are C1(C(C2C=CC=CC=2)[N:8]2[C:16]3[C:11](=[CH:12][C:13]([CH3:17])=[CH:14][CH:15]=3)[C:10]3([C:21]4=[CH:22][C:23]5[O:27][CH2:26][O:25][C:24]=5[CH:28]=[C:20]4[O:19][CH2:18]3)[C:9]2=[O:29])C=CC=CC=1. The catalyst is [OH-].[Pd+2].[OH-].C(O)(=O)C. The product is [CH3:17][C:13]1[CH:12]=[C:11]2[C:16](=[CH:15][CH:14]=1)[NH:8][C:9](=[O:29])[C:10]12[C:21]2=[CH:22][C:23]3[O:27][CH2:26][O:25][C:24]=3[CH:28]=[C:20]2[O:19][CH2:18]1. The yield is 0.430.